Task: Predict the reactants needed to synthesize the given product.. Dataset: Full USPTO retrosynthesis dataset with 1.9M reactions from patents (1976-2016) (1) Given the product [OH:1][CH2:2][CH2:3][O:4][CH:5]1[CH2:10][CH2:9][CH:8]([C:11]([O:13][CH3:14])=[O:12])[CH2:7][CH2:6]1, predict the reactants needed to synthesize it. The reactants are: [OH:1][CH2:2][CH2:3][O:4][CH:5]1[CH2:10][CH2:9][CH:8]([C:11]([OH:13])=[O:12])[CH2:7][CH2:6]1.[CH3:14]O. (2) Given the product [Cl:12][C:13]1[C:17]([Cl:18])=[C:16]([CH3:19])[NH:15][C:14]=1[C:20]([NH:22][CH:23]1[CH2:28][CH2:27][N:26]([N:1]=[O:3])[CH2:25][CH2:24]1)=[O:21], predict the reactants needed to synthesize it. The reactants are: [N:1]([O-:3])=O.[Na+].FC(F)(F)C([O-])=O.[Cl:12][C:13]1[C:17]([Cl:18])=[C:16]([CH3:19])[NH:15][C:14]=1[C:20]([NH:22][CH:23]1[CH2:28][CH2:27][NH2+:26][CH2:25][CH2:24]1)=[O:21].C(O)(=O)C. (3) Given the product [CH:33]([CH:36]1[CH2:40][CH2:39][CH2:38][N:37]1[C:17](=[O:18])[CH2:16][N:7]1[C:8]2[C:13](=[CH:12][CH:11]=[C:10]([O:14][CH3:15])[CH:9]=2)[C:5]([C:3](=[O:4])[C:2]([CH3:20])([CH3:21])[CH3:1])=[N:6]1)([CH3:35])[CH3:34], predict the reactants needed to synthesize it. The reactants are: [CH3:1][C:2]([CH3:21])([CH3:20])[C:3]([C:5]1[C:13]2[C:8](=[CH:9][C:10]([O:14][CH3:15])=[CH:11][CH:12]=2)[N:7]([CH2:16][C:17](O)=[O:18])[N:6]=1)=[O:4].C1C=CC2N(O)N=NC=2C=1.Cl.[CH:33]([C:36]1[NH:37][CH2:38][CH2:39][CH:40]=1)([CH3:35])[CH3:34].CCN(C(C)C)C(C)C. (4) Given the product [Cl:1][C:2]1[CH:3]=[C:4]([N:10]2[C:14]([CH3:15])=[C:13]([O:16][C:17]3[CH:25]=[CH:24][C:20]([C:21]([NH:30][CH:27]4[CH2:29][CH2:28]4)=[O:23])=[CH:19][CH:18]=3)[C:12]([CH3:26])=[N:11]2)[CH:5]=[CH:6][C:7]=1[C:8]#[N:9], predict the reactants needed to synthesize it. The reactants are: [Cl:1][C:2]1[CH:3]=[C:4]([N:10]2[C:14]([CH3:15])=[C:13]([O:16][C:17]3[CH:25]=[CH:24][C:20]([C:21]([OH:23])=O)=[CH:19][CH:18]=3)[C:12]([CH3:26])=[N:11]2)[CH:5]=[CH:6][C:7]=1[C:8]#[N:9].[CH:27]1([NH2:30])[CH2:29][CH2:28]1.